This data is from Catalyst prediction with 721,799 reactions and 888 catalyst types from USPTO. The task is: Predict which catalyst facilitates the given reaction. (1) Reactant: C([O:3][C:4](=[O:27])[CH2:5][CH2:6][CH2:7][CH2:8][N:9]1[CH2:14][CH2:13][N:12]([CH2:15][CH2:16][CH2:17][CH2:18][NH:19][C:20]([O:22][C:23]([CH3:26])([CH3:25])[CH3:24])=[O:21])[CH2:11][CH2:10]1)C.C1COCC1.[OH-].[Li+]. Product: [C:23]([O:22][C:20]([NH:19][CH2:18][CH2:17][CH2:16][CH2:15][N:12]1[CH2:11][CH2:10][N:9]([CH2:8][CH2:7][CH2:6][CH2:5][C:4]([OH:27])=[O:3])[CH2:14][CH2:13]1)=[O:21])([CH3:26])([CH3:24])[CH3:25]. The catalyst class is: 24. (2) Reactant: [NH2:1][C:2]1[CH:6]=[CH:5][S:4][C:3]=1[C:7]([O:9][CH3:10])=[O:8].[C:11](Cl)(=[O:13])[CH3:12]. Product: [C:11]([NH:1][C:2]1[CH:6]=[CH:5][S:4][C:3]=1[C:7]([O:9][CH3:10])=[O:8])(=[O:13])[CH3:12]. The catalyst class is: 17. (3) Reactant: [CH:1]1([C:4](=[O:11])[CH2:5][C:6]([O:8][CH2:9][CH3:10])=[O:7])[CH2:3][CH2:2]1.O(C)[Na].[C:15]([O:19][CH2:20][C:21](Cl)=[N:22]O)([CH3:18])([CH3:17])[CH3:16].CCOCC. Product: [C:15]([O:19][CH2:20][C:21]1[C:5]([C:6]([O:8][CH2:9][CH3:10])=[O:7])=[C:4]([CH:1]2[CH2:3][CH2:2]2)[O:11][N:22]=1)([CH3:18])([CH3:17])[CH3:16]. The catalyst class is: 36. (4) Reactant: C([O:3][C:4](=[O:32])[CH2:5][O:6][C:7]1[CH:12]=[CH:11][C:10]([S:13]([N:16]2[C:24]3[C:19](=[CH:20][C:21](Br)=[CH:22][CH:23]=3)[C:18]([C:26]3[S:27][CH:28]=[CH:29][N:30]=3)=[CH:17]2)(=[O:15])=[O:14])=[CH:9][C:8]=1[CH3:31])C.[F:33][C:34]([F:45])([F:44])[C:35]1[CH:40]=[CH:39][C:38](B(O)O)=[CH:37][CH:36]=1.C(=O)([O-])[O-].[Na+].[Na+]. Product: [CH3:31][C:8]1[CH:9]=[C:10]([S:13]([N:16]2[C:24]3[C:19](=[CH:20][C:21]([C:38]4[CH:39]=[CH:40][C:35]([C:34]([F:45])([F:44])[F:33])=[CH:36][CH:37]=4)=[CH:22][CH:23]=3)[C:18]([C:26]3[S:27][CH:28]=[CH:29][N:30]=3)=[CH:17]2)(=[O:14])=[O:15])[CH:11]=[CH:12][C:7]=1[O:6][CH2:5][C:4]([OH:3])=[O:32]. The catalyst class is: 558. (5) Reactant: [CH3:1][C:2]([C:4]1[CH:9]=[CH:8][C:7]([Br:10])=[CH:6][CH:5]=1)=O.[CH:11](=O)[C:12]1[CH:17]=[CH:16][CH:15]=[CH:14][CH:13]=1.CI.C[O-].[Na+].CO.Cl.[C:27]([NH2:35])(=[NH:34])[C:28]1[CH:33]=[CH:32][CH:31]=[CH:30][CH:29]=1.[OH-].[Na+]. Product: [Br:10][C:7]1[CH:8]=[CH:9][C:4]([C:2]2[CH:1]=[C:11]([C:12]3[CH:17]=[CH:16][CH:15]=[CH:14][CH:13]=3)[N:35]=[C:27]([C:28]3[CH:33]=[CH:32][CH:31]=[CH:30][CH:29]=3)[N:34]=2)=[CH:5][CH:6]=1. The catalyst class is: 8. (6) Reactant: C(N(C(C)C)CC)(C)C.[C:10]([NH:14][CH2:15][CH2:16][CH:17]1[CH2:21][N:20]([C:22]([O:24][C:25]([CH3:28])([CH3:27])[CH3:26])=[O:23])[C@H:19]([C:29]([OH:31])=O)[CH2:18]1)(=[O:13])[CH:11]=[CH2:12].CN(C(ON1N=NC2C=CC=NC1=2)=[N+](C)C)C.F[P-](F)(F)(F)(F)F.C1C=CC2N(O)N=NC=2C=1.[CH3:66][C:67]1[N:72]=[C:71]([N:73]2[CH2:78][CH2:77][NH:76][CH2:75][CH2:74]2)[CH:70]=[CH:69][CH:68]=1. Product: [C:10]([NH:14][CH2:15][CH2:16][CH:17]1[CH2:21][N:20]([C:22]([O:24][C:25]([CH3:26])([CH3:27])[CH3:28])=[O:23])[C@H:19]([C:29]([N:76]2[CH2:77][CH2:78][N:73]([C:71]3[CH:70]=[CH:69][CH:68]=[C:67]([CH3:66])[N:72]=3)[CH2:74][CH2:75]2)=[O:31])[CH2:18]1)(=[O:13])[CH:11]=[CH2:12]. The catalyst class is: 3. (7) Reactant: [C:1]([O:5][C:6]12[CH2:15][CH:10]3[CH2:11][CH:12]([CH2:14][C:8]([OH:16])([CH2:9]3)[CH2:7]1)[CH2:13]2)(=[O:4])[CH:2]=[CH2:3].C(N(CC)CC)C.[CH3:24][S:25](Cl)(=[O:27])=[O:26].S([O-])([O-])(=O)=O.[Mg+2]. Product: [C:1]([O:5][C:6]12[CH2:15][CH:10]3[CH2:11][CH:12]([CH2:14][C:8]([O:16][S:25]([CH3:24])(=[O:27])=[O:26])([CH2:9]3)[CH2:7]1)[CH2:13]2)(=[O:4])[CH:2]=[CH2:3]. The catalyst class is: 226. (8) Reactant: IC.[CH3:3][C:4]1([CH3:18])[C:8]([CH3:10])([CH3:9])[O:7][B:6]([C:11]2[CH:12]=[CH:13][C:14]([OH:17])=[N:15][CH:16]=2)[O:5]1.[C:19](=O)([O-])[O-].[K+].[K+]. Product: [CH3:19][N:15]1[CH:16]=[C:11]([B:6]2[O:5][C:4]([CH3:18])([CH3:3])[C:8]([CH3:9])([CH3:10])[O:7]2)[CH:12]=[CH:13][C:14]1=[O:17]. The catalyst class is: 10. (9) Reactant: [F:1][C:2]1[CH:7]=[CH:6][CH:5]=[CH:4][C:3]=1[C:8]1[N:9]=[C:10]([C:24]2[C:25]([CH3:34])=[N:26][N:27]3[CH:32]=[CH:31][C:30]([OH:33])=[CH:29][C:28]=23)[S:11][C:12]=1[C:13]1[N:17]=[CH:16][N:15]([CH:18]2[CH2:23][CH2:22][CH2:21][CH2:20][O:19]2)[N:14]=1.Cl.Cl[CH2:37][CH2:38][N:39]1[CH2:44][CH2:43][CH2:42][CH2:41][CH2:40]1.C(=O)([O-])[O-].[K+].[K+].CN(C=O)C. The catalyst class is: 161. Product: [F:1][C:2]1[CH:7]=[CH:6][CH:5]=[CH:4][C:3]=1[C:8]1[N:9]=[C:10]([C:24]2[C:25]([CH3:34])=[N:26][N:27]3[CH:32]=[CH:31][C:30]([O:33][CH2:37][CH2:38][N:39]4[CH2:44][CH2:43][CH2:42][CH2:41][CH2:40]4)=[CH:29][C:28]=23)[S:11][C:12]=1[C:13]1[N:17]=[CH:16][N:15]([CH:18]2[CH2:23][CH2:22][CH2:21][CH2:20][O:19]2)[N:14]=1.